Dataset: hERG potassium channel inhibition data for cardiac toxicity prediction from Karim et al.. Task: Regression/Classification. Given a drug SMILES string, predict its toxicity properties. Task type varies by dataset: regression for continuous values (e.g., LD50, hERG inhibition percentage) or binary classification for toxic/non-toxic outcomes (e.g., AMES mutagenicity, cardiotoxicity, hepatotoxicity). Dataset: herg_karim. (1) The molecule is COc1ccc(-c2ccc3c(N4CCOC[C@@H]4C)nc(N4CCN(C)CC4)nc3n2)cc1CO. The result is 0 (non-blocker). (2) The compound is C[C@@H]1c2nnc(-c3nc(C(F)(F)F)ns3)n2CCN1C(=O)c1ccc(F)cc1. The result is 0 (non-blocker). (3) The molecule is CC(C)(O)[C@H]1CC[C@H](Nc2ccn3ncc(-c4cccc(Cl)c4)c3n2)CC1. The result is 0 (non-blocker). (4) The compound is CNC(=O)c1ccc(N2C(=S)N(c3ccc(C#N)c(C(F)(F)F)c3)C(=O)C23CCC3)cc1F. The result is 0 (non-blocker). (5) The compound is NS(=O)(=O)c1ccc(OCCN2CCCC2)cc1. The result is 0 (non-blocker). (6) The compound is O=C1N(CCN2CCC(c3nnc(-c4ccccc4)o3)CC2)CCN1c1cccc(Cl)c1. The result is 1 (blocker). (7) The molecule is CN(C)C(=O)C(c1ccc(-c2ccn3ncnc3c2)cc1)C(N)C(=O)N1CCC(F)(F)C1. The result is 0 (non-blocker). (8) The molecule is COc1cc2ncnc(Oc3ccc(CC(=O)Nc4cnn(C(C)C)c4)cc3)c2cc1OC. The result is 0 (non-blocker).